From a dataset of Forward reaction prediction with 1.9M reactions from USPTO patents (1976-2016). Predict the product of the given reaction. (1) Given the reactants C(OC([NH:8][CH:9]([C:21]1[CH:26]=[CH:25][CH:24]=[CH:23][CH:22]=1)[C:10]([O:12][C@@H:13]1[CH:18]2[CH2:19][CH2:20][N:15]([CH2:16][CH2:17]2)[CH2:14]1)=[O:11])=O)(C)(C)C.[ClH:27], predict the reaction product. The product is: [ClH:27].[ClH:27].[NH2:8][CH:9]([C:21]1[CH:26]=[CH:25][CH:24]=[CH:23][CH:22]=1)[C:10]([O:12][C@@H:13]1[CH:18]2[CH2:17][CH2:16][N:15]([CH2:20][CH2:19]2)[CH2:14]1)=[O:11]. (2) Given the reactants [Mg].[CH2:2]([O:4][C:5](=[O:28])/[C:6](/[O:25][CH2:26][CH3:27])=[CH:7]/[C:8]1[C:16]2[O:15][CH:14]=[CH:13][C:12]=2[C:11]([O:17][CH2:18][C:19]2[CH:24]=[CH:23][CH:22]=[CH:21][CH:20]=2)=[CH:10][CH:9]=1)C.[H][H].Cl, predict the reaction product. The product is: [CH3:2][O:4][C:5](=[O:28])[CH:6]([O:25][CH2:26][CH3:27])[CH2:7][C:8]1[C:16]2[O:15][CH:14]=[CH:13][C:12]=2[C:11]([O:17][CH2:18][C:19]2[CH:20]=[CH:21][CH:22]=[CH:23][CH:24]=2)=[CH:10][CH:9]=1. (3) Given the reactants [Cl:1][C:2]1[CH:3]=[C:4]([OH:9])[CH:5]=[CH:6][C:7]=1[Cl:8].[CH2:10]([CH:12]1[O:14][CH2:13]1)Cl, predict the reaction product. The product is: [Cl:1][C:2]1[CH:3]=[C:4]([CH:5]=[CH:6][C:7]=1[Cl:8])[O:9][CH2:10][CH:12]1[CH2:13][O:14]1. (4) The product is: [Cl:23][C:24]1[CH:25]=[C:26]([CH:29]=[CH:30][CH:31]=1)[CH2:27][N:9]1[C:10]2[C:5](=[CH:4][C:3]([C:1]#[N:2])=[CH:12][CH:11]=2)[CH2:6][CH:7]([NH:13][S:14]([N:17]2[CH2:22][CH2:21][O:20][CH2:19][CH2:18]2)(=[O:16])=[O:15])[CH2:8]1. Given the reactants [C:1]([C:3]1[CH:4]=[C:5]2[C:10](=[CH:11][CH:12]=1)[NH:9][CH2:8][CH:7]([NH:13][S:14]([N:17]1[CH2:22][CH2:21][O:20][CH2:19][CH2:18]1)(=[O:16])=[O:15])[CH2:6]2)#[N:2].[Cl:23][C:24]1[CH:25]=[C:26]([CH:29]=[CH:30][CH:31]=1)[CH:27]=O, predict the reaction product. (5) Given the reactants Br[C:2](=[CH2:26])[CH2:3][CH:4]([CH:10]1[CH2:15][CH2:14][N:13]([C:16]([O:18][CH2:19][C:20]2[CH:25]=[CH:24][CH:23]=[CH:22][CH:21]=2)=[O:17])[CH2:12][CH2:11]1)[C:5]([O:7][CH2:8][CH3:9])=[O:6].[CH:27]1([Mg]Br)[CH2:29][CH2:28]1.Cl, predict the reaction product. The product is: [CH:27]1([C:2](=[CH2:26])[CH2:3][CH:4]([CH:10]2[CH2:15][CH2:14][N:13]([C:16]([O:18][CH2:19][C:20]3[CH:25]=[CH:24][CH:23]=[CH:22][CH:21]=3)=[O:17])[CH2:12][CH2:11]2)[C:5]([O:7][CH2:8][CH3:9])=[O:6])[CH2:29][CH2:28]1. (6) Given the reactants Br[C:2]1[C:10]2[O:9][C:8]([C:11]3[CH:16]=[CH:15][C:14]([O:17]C)=[CH:13][CH:12]=3)=[N:7][C:6]=2[CH:5]=[C:4]([O:19]C)[CH:3]=1, predict the reaction product. The product is: [OH:9][C:10]([C:2]1[C:10]2[O:9][C:8]([C:11]3[CH:12]=[CH:13][C:14]([OH:17])=[CH:15][CH:16]=3)=[N:7][C:6]=2[CH:5]=[C:4]([OH:19])[CH:3]=1)([CH3:2])[CH3:6].